Predict the reaction yield, written as a fraction of the theoretical maximum amount of product (1.0 means a 100% yield; for example, 0.34 means a 34% yield). From a dataset of Reaction yield outcomes from USPTO patents with 853,638 reactions. (1) The reactants are Br[C:2]1[CH:7]=[CH:6][CH:5]=[CH:4][C:3]=1[F:8].ClC1C=C([C:17](=[O:25])[CH2:18][C:19]2[CH:24]=[CH:23][CH:22]=[CH:21][CH:20]=2)C=C(Cl)C=1. No catalyst specified. The product is [F:8][C:3]1[CH:4]=[CH:5][CH:6]=[CH:7][C:2]=1[C:17](=[O:25])[CH2:18][C:19]1[CH:24]=[CH:23][CH:22]=[CH:21][CH:20]=1. The yield is 0.335. (2) The reactants are [CH2:1]([N:3]1[C:7]([N:8]([CH:25]([CH3:27])[CH3:26])[C:9](=[O:24])[CH2:10][O:11][C:12]2[CH:17]=[CH:16][CH:15]=[C:14]([O:18]COC)[C:13]=2[CH:22]=[O:23])=[CH:6][CH:5]=[N:4]1)[CH3:2].Cl.C(=O)(O)[O-].[Na+]. The catalyst is C1COCC1. The product is [CH2:1]([N:3]1[C:7]([N:8]([CH:25]([CH3:26])[CH3:27])[C:9](=[O:24])[CH2:10][O:11][C:12]2[CH:17]=[CH:16][CH:15]=[C:14]([OH:18])[C:13]=2[CH:22]=[O:23])=[CH:6][CH:5]=[N:4]1)[CH3:2]. The yield is 0.530. (3) The reactants are [CH3:1][C:2]([C:4]1[CH:5]=[CH:6][C:7]([OH:11])=[CH:8][C:9]=1[OH:10])=[O:3].[OH-].[Na+].[Cl:14][O-].[Na+].Cl. The catalyst is O. The product is [Cl:14][C:8]1[C:9]([OH:10])=[C:4]([C:2](=[O:3])[CH3:1])[CH:5]=[CH:6][C:7]=1[OH:11]. The yield is 0.650. (4) The reactants are ClC1C=CC(O)=C(C2C=NN3C=CC=NC=23)C=1.[NH2:18][C:19]1[C:23]2[CH:24]=[C:25]([C:28]3[C:29](=[O:62])[N:30]([C:34]4[C:39]([F:40])=[CH:38][C:37]([S:41]([N:44](CC5C=CC(OC)=CC=5OC)[C:45]5[S:49][N:48]=[CH:47][N:46]=5)(=[O:43])=[O:42])=[C:36]([F:61])[CH:35]=4)[CH:31]=[CH:32][CH:33]=3)[CH:26]=[CH:27][C:22]=2[O:21][N:20]=1. No catalyst specified. The product is [NH2:18][C:19]1[C:23]2[CH:24]=[C:25]([C:28]3[C:29](=[O:62])[N:30]([C:34]4[C:39]([F:40])=[CH:38][C:37]([S:41]([NH:44][C:45]5[S:49][N:48]=[CH:47][N:46]=5)(=[O:43])=[O:42])=[C:36]([F:61])[CH:35]=4)[CH:31]=[CH:32][CH:33]=3)[CH:26]=[CH:27][C:22]=2[O:21][N:20]=1. The yield is 0.230. (5) The reactants are Cl.[C:2]([NH2:5])(=[NH:4])[CH3:3].C[O-].[Na+].[C:9]([C:11]1[CH:16]=[CH:15][CH:14]=[CH:13][C:12]=1[C:17]1[CH:22]=[C:21]([F:23])[C:20]([CH2:24][CH:25]([C:30](=O)[CH2:31][CH2:32][CH2:33][CH3:34])[C:26](OC)=[O:27])=[C:19]([F:36])[CH:18]=1)#[N:10].O. The catalyst is CO. The product is [CH2:31]([C:30]1[N:4]=[C:2]([CH3:3])[NH:5][C:26](=[O:27])[C:25]=1[CH2:24][C:20]1[C:21]([F:23])=[CH:22][C:17]([C:12]2[C:11]([C:9]#[N:10])=[CH:16][CH:15]=[CH:14][CH:13]=2)=[CH:18][C:19]=1[F:36])[CH2:32][CH2:33][CH3:34]. The yield is 0.630.